Predict which catalyst facilitates the given reaction. From a dataset of Catalyst prediction with 721,799 reactions and 888 catalyst types from USPTO. Reactant: [N:1]1[CH:6]=[CH:5][C:4]([CH2:7][OH:8])=[CH:3][CH:2]=1.[H-].[Na+].Cl[C:12]1[S:16][N:15]=[C:14]([S:17][CH3:18])[N:13]=1.[Cl-].[Na+]. Product: [N:1]1[CH:6]=[CH:5][C:4]([CH2:7][O:8][C:12]2[S:16][N:15]=[C:14]([S:17][CH3:18])[N:13]=2)=[CH:3][CH:2]=1. The catalyst class is: 9.